Dataset: Plasma protein binding rate (PPBR) regression data from AstraZeneca. Task: Regression/Classification. Given a drug SMILES string, predict its absorption, distribution, metabolism, or excretion properties. Task type varies by dataset: regression for continuous measurements (e.g., permeability, clearance, half-life) or binary classification for categorical outcomes (e.g., BBB penetration, CYP inhibition). For this dataset (ppbr_az), we predict Y. The drug is COc1ccc2ncc(=O)n(CCN3CCC(NCc4cc5c(cn4)OCCO5)CC3)c2n1. The Y is 53.5 %.